This data is from Catalyst prediction with 721,799 reactions and 888 catalyst types from USPTO. The task is: Predict which catalyst facilitates the given reaction. (1) Product: [S:18]([C:20]1[CH:25]=[CH:24][C:23]([NH:26][C:2]2[N:7]=[C:6]([O:8][C:9]3[CH:14]=[CH:13][C:12]([O:15][CH3:16])=[CH:11][CH:10]=3)[C:5]([Cl:17])=[CH:4][N:3]=2)=[CH:22][CH:21]=1)(=[O:19])(=[O:27])[NH2:28]. The catalyst class is: 37. Reactant: Cl[C:2]1[N:7]=[C:6]([O:8][C:9]2[CH:14]=[CH:13][C:12]([O:15][CH3:16])=[CH:11][CH:10]=2)[C:5]([Cl:17])=[CH:4][N:3]=1.[S:18]([NH2:28])(=[O:27])([C:20]1[CH:25]=[CH:24][C:23]([NH2:26])=[CH:22][CH:21]=1)=[O:19]. (2) Reactant: [C:1]1([S:7]([N:10]2[C:18]3[C:13](=[CH:14][CH:15]=[CH:16][CH:17]=3)[CH:12]=[C:11]2[CH:19]([OH:22])[CH:20]=[CH2:21])(=[O:9])=[O:8])[CH:6]=[CH:5][CH:4]=[CH:3][CH:2]=1.C(N(CC)CC)C.[C:30](OC(=O)C)(=[O:32])[CH3:31].O. Product: [C:1]1([S:7]([N:10]2[C:18]3[C:13](=[CH:14][CH:15]=[CH:16][CH:17]=3)[CH:12]=[C:11]2[CH:19]([O:22][C:30](=[O:32])[CH3:31])[CH:20]=[CH2:21])(=[O:8])=[O:9])[CH:2]=[CH:3][CH:4]=[CH:5][CH:6]=1. The catalyst class is: 4. (3) Reactant: [Cl:1][C:2]1[CH:7]=[CH:6][CH:5]=[CH:4][C:3]=1[N:8]([CH3:37])[C:9]([C:11]1[N:12]=[N:13][N:14]([CH2:22][C:23]2[CH:28]=[C:27]([C:29]([F:32])([F:31])[F:30])[CH:26]=[C:25]([C:33]([F:36])([F:35])[F:34])[CH:24]=2)[C:15]=1[N:16]1[CH2:21][CH2:20][NH:19][CH2:18][CH2:17]1)=[O:10].[C:38](OC(=O)C)(=[O:40])[CH3:39].O. Product: [Cl:1][C:2]1[CH:7]=[CH:6][CH:5]=[CH:4][C:3]=1[N:8]([CH3:37])[C:9]([C:11]1[N:12]=[N:13][N:14]([CH2:22][C:23]2[CH:28]=[C:27]([C:29]([F:31])([F:32])[F:30])[CH:26]=[C:25]([C:33]([F:34])([F:36])[F:35])[CH:24]=2)[C:15]=1[N:16]1[CH2:21][CH2:20][N:19]([C:38](=[O:40])[CH3:39])[CH2:18][CH2:17]1)=[O:10]. The catalyst class is: 64. (4) Reactant: Cl.[CH3:2][N:3]1[CH2:8][CH2:7][N:6]([C:9]2[CH:10]=[CH:11][CH:12]=[C:13]3[C:18]=2[O:17][C:16]([C:19](O)=[O:20])=[CH:15][C:14]3=[O:22])[CH2:5][CH2:4]1.C(N(CC)CC)C.ON1C2C=CC=CC=2N=N1.[NH2:40][C:41]1[CH:46]=[CH:45][C:44]([N:47]2[CH2:52][CH2:51][O:50][CH2:49][CH2:48]2)=[CH:43][C:42]=1O. Product: [CH3:2][N:3]1[CH2:4][CH2:5][N:6]([C:9]2[CH:10]=[CH:11][CH:12]=[C:13]3[C:18]=2[O:17][C:16]([C:19]([NH:40][C:41]2[CH:42]=[CH:43][C:44]([N:47]4[CH2:52][CH2:51][O:50][CH2:49][CH2:48]4)=[CH:45][CH:46]=2)=[O:20])=[CH:15][C:14]3=[O:22])[CH2:7][CH2:8]1. The catalyst class is: 546. (5) Reactant: [I:1][C:2]1[NH:6][C:5]([C@@H:7]2[CH2:11][C@H:10]([CH3:12])[CH2:9][N:8]2C(OC(C)(C)C)=O)=[N:4][CH:3]=1.Cl. Product: [I:1][C:2]1[NH:6][C:5]([C@@H:7]2[CH2:11][C@H:10]([CH3:12])[CH2:9][NH:8]2)=[N:4][CH:3]=1. The catalyst class is: 71. (6) Reactant: [H-].[Na+].[C:3]([C:7]1[CH:12]=[CH:11][C:10]([S:13]([NH:16][C:17]2[C:22]([C:23]3[CH:28]=[CH:27][C:26]([CH3:29])=[CH:25][CH:24]=3)=[C:21]([O:30][CH2:31][C:32]#[C:33][CH2:34][OH:35])[N:20]=[CH:19][N:18]=2)(=[O:15])=[O:14])=[CH:9][CH:8]=1)([CH3:6])([CH3:5])[CH3:4].[Br:36][C:37]1[CH:38]=[N:39][C:40](Cl)=[N:41][CH:42]=1. Product: [C:3]([C:7]1[CH:8]=[CH:9][C:10]([S:13]([NH:16][C:17]2[C:22]([C:23]3[CH:24]=[CH:25][C:26]([CH3:29])=[CH:27][CH:28]=3)=[C:21]([O:30][C:31]#[C:32][CH2:33][CH2:34][O:35][C:40]3[N:41]=[CH:42][C:37]([Br:36])=[CH:38][N:39]=3)[N:20]=[CH:19][N:18]=2)(=[O:14])=[O:15])=[CH:11][CH:12]=1)([CH3:5])([CH3:4])[CH3:6]. The catalyst class is: 1. (7) Reactant: [Br:1][C:2]1[CH:10]=[CH:9][C:8]([O:11][CH3:12])=[CH:7][C:3]=1[C:4](O)=[O:5].CSC.B.Cl. Product: [Br:1][C:2]1[CH:10]=[CH:9][C:8]([O:11][CH3:12])=[CH:7][C:3]=1[CH2:4][OH:5]. The catalyst class is: 36.